Task: Predict the product of the given reaction.. Dataset: Forward reaction prediction with 1.9M reactions from USPTO patents (1976-2016) Given the reactants C[O:2][C:3]([C:5]1[C:6]([C:18]2[CH:23]=[CH:22][C:21]([C:24]3[S:25][CH:26]=[CH:27][C:28]=3[NH:29][S:30]([CH:33]([CH3:35])[CH3:34])(=[O:32])=[O:31])=[CH:20][CH:19]=2)=[C:7]([NH:11][S:12]([CH:15]([CH3:17])[CH3:16])(=[O:14])=[O:13])[CH:8]=[CH:9][CH:10]=1)=[O:4].[Li+].[OH-], predict the reaction product. The product is: [CH3:17][CH:15]([S:12]([NH:11][C:7]1[CH:8]=[CH:9][CH:10]=[C:5]([C:3]([OH:4])=[O:2])[C:6]=1[C:18]1[CH:19]=[CH:20][C:21]([C:24]2[S:25][CH:26]=[CH:27][C:28]=2[NH:29][S:30]([CH:33]([CH3:34])[CH3:35])(=[O:31])=[O:32])=[CH:22][CH:23]=1)(=[O:13])=[O:14])[CH3:16].